Dataset: Full USPTO retrosynthesis dataset with 1.9M reactions from patents (1976-2016). Task: Predict the reactants needed to synthesize the given product. (1) The reactants are: Cl[C:2]1[N:7]=[C:6]([N:8](C2C3OCOC=3C=CC=2Cl)C)[CH:5]=[CH:4][N:3]=1.ClC1N=C(NC2C3OCOC=3C=CC=2Cl)C=CN=1.[C:38]([O:42][CH2:43][CH2:44]Br)([CH3:41])([CH3:40])[CH3:39]. Given the product [C:38]([O:42][CH2:43][CH2:44][C:2]1[N:7]=[C:6]([NH2:8])[CH:5]=[CH:4][N:3]=1)([CH3:41])([CH3:40])[CH3:39], predict the reactants needed to synthesize it. (2) Given the product [CH:2](=[C:40]1[CH2:39][CH2:38][N:37]([C:42]([O:44][C:45]([CH3:48])([CH3:47])[CH3:46])=[O:43])[CH2:36][CH:35]1[CH3:34])[C:3]1[CH:4]=[CH:5][CH:6]=[CH:7][CH:8]=1, predict the reactants needed to synthesize it. The reactants are: [Br-].[CH2:2]([P+](C1C=CC=CC=1)(C1C=CC=CC=1)C1C=CC=CC=1)[C:3]1[CH:8]=[CH:7][CH:6]=[CH:5][CH:4]=1.CC(C)([O-])C.[K+].[CH3:34][CH:35]1[C:40](=O)[CH2:39][CH2:38][N:37]([C:42]([O:44][C:45]([CH3:48])([CH3:47])[CH3:46])=[O:43])[CH2:36]1.